From a dataset of Catalyst prediction with 721,799 reactions and 888 catalyst types from USPTO. Predict which catalyst facilitates the given reaction. Reactant: [NH2:1][C:2]1[N:6]([CH3:7])[C:5](=[O:8])[C:4]([C:15]2[CH:20]=[CH:19][CH:18]=[C:17]([O:21]C)[CH:16]=2)([C:9]2[CH:14]=[CH:13][N:12]=[CH:11][CH:10]=2)[N:3]=1.B(Br)(Br)Br. Product: [NH2:1][C:2]1[N:6]([CH3:7])[C:5](=[O:8])[C:4]([C:15]2[CH:20]=[CH:19][CH:18]=[C:17]([OH:21])[CH:16]=2)([C:9]2[CH:14]=[CH:13][N:12]=[CH:11][CH:10]=2)[N:3]=1. The catalyst class is: 2.